From a dataset of Peptide-MHC class II binding affinity with 134,281 pairs from IEDB. Regression. Given a peptide amino acid sequence and an MHC pseudo amino acid sequence, predict their binding affinity value. This is MHC class II binding data. The peptide sequence is YDKFLAIVSTVLTGK. The MHC is DRB1_1101 with pseudo-sequence DRB1_1101. The binding affinity (normalized) is 0.641.